Dataset: NCI-60 drug combinations with 297,098 pairs across 59 cell lines. Task: Regression. Given two drug SMILES strings and cell line genomic features, predict the synergy score measuring deviation from expected non-interaction effect. (1) Drug 1: C1=NC2=C(N1)C(=S)N=C(N2)N. Drug 2: CCC1(CC2CC(C3=C(CCN(C2)C1)C4=CC=CC=C4N3)(C5=C(C=C6C(=C5)C78CCN9C7C(C=CC9)(C(C(C8N6C)(C(=O)OC)O)OC(=O)C)CC)OC)C(=O)OC)O.OS(=O)(=O)O. Cell line: IGROV1. Synergy scores: CSS=24.2, Synergy_ZIP=-11.7, Synergy_Bliss=-2.47, Synergy_Loewe=-6.45, Synergy_HSA=-0.560. (2) Drug 1: CC1=C(C=C(C=C1)NC2=NC=CC(=N2)N(C)C3=CC4=NN(C(=C4C=C3)C)C)S(=O)(=O)N.Cl. Drug 2: CC1C(C(CC(O1)OC2CC(OC(C2O)C)OC3=CC4=CC5=C(C(=O)C(C(C5)C(C(=O)C(C(C)O)O)OC)OC6CC(C(C(O6)C)O)OC7CC(C(C(O7)C)O)OC8CC(C(C(O8)C)O)(C)O)C(=C4C(=C3C)O)O)O)O. Cell line: M14. Synergy scores: CSS=2.21, Synergy_ZIP=20.4, Synergy_Bliss=22.7, Synergy_Loewe=19.8, Synergy_HSA=19.4. (3) Drug 1: CCC(=C(C1=CC=CC=C1)C2=CC=C(C=C2)OCCN(C)C)C3=CC=CC=C3.C(C(=O)O)C(CC(=O)O)(C(=O)O)O. Drug 2: CC1=C(C=C(C=C1)NC(=O)C2=CC=C(C=C2)CN3CCN(CC3)C)NC4=NC=CC(=N4)C5=CN=CC=C5. Cell line: SNB-75. Synergy scores: CSS=6.37, Synergy_ZIP=-0.0331, Synergy_Bliss=2.74, Synergy_Loewe=3.17, Synergy_HSA=3.35. (4) Synergy scores: CSS=44.2, Synergy_ZIP=-4.97, Synergy_Bliss=-3.43, Synergy_Loewe=-8.76, Synergy_HSA=-1.69. Drug 1: COC1=C(C=C2C(=C1)N=CN=C2NC3=CC(=C(C=C3)F)Cl)OCCCN4CCOCC4. Drug 2: CN(CCCl)CCCl.Cl. Cell line: SR. (5) Drug 1: CS(=O)(=O)C1=CC(=C(C=C1)C(=O)NC2=CC(=C(C=C2)Cl)C3=CC=CC=N3)Cl. Drug 2: C1CC(C1)(C(=O)O)C(=O)O.[NH2-].[NH2-].[Pt+2]. Cell line: SNB-75. Synergy scores: CSS=7.02, Synergy_ZIP=-2.09, Synergy_Bliss=1.41, Synergy_Loewe=-5.62, Synergy_HSA=-0.575. (6) Drug 1: C1=CC=C(C(=C1)C(C2=CC=C(C=C2)Cl)C(Cl)Cl)Cl. Synergy scores: CSS=39.2, Synergy_ZIP=6.18, Synergy_Bliss=5.43, Synergy_Loewe=-1.01, Synergy_HSA=7.96. Drug 2: N.N.Cl[Pt+2]Cl. Cell line: HCT116. (7) Drug 1: C1CCC(CC1)NC(=O)N(CCCl)N=O. Drug 2: C1C(C(OC1N2C=NC3=C2NC=NCC3O)CO)O. Cell line: SK-MEL-28. Synergy scores: CSS=8.16, Synergy_ZIP=0.228, Synergy_Bliss=0.988, Synergy_Loewe=-0.666, Synergy_HSA=-0.455. (8) Cell line: SF-268. Drug 1: CC(C)NC(=O)C1=CC=C(C=C1)CNNC.Cl. Drug 2: C(CCl)NC(=O)N(CCCl)N=O. Synergy scores: CSS=3.38, Synergy_ZIP=-5.75, Synergy_Bliss=-7.79, Synergy_Loewe=-12.7, Synergy_HSA=-5.24.